This data is from Catalyst prediction with 721,799 reactions and 888 catalyst types from USPTO. The task is: Predict which catalyst facilitates the given reaction. Reactant: [CH2:1]([O:3][C:4]1[C:12]([F:13])=[CH:11][C:7]([C:8](O)=[O:9])=[CH:6][C:5]=1[F:14])[CH3:2]. Product: [CH2:1]([O:3][C:4]1[C:5]([F:14])=[CH:6][C:7]([CH2:8][OH:9])=[CH:11][C:12]=1[F:13])[CH3:2]. The catalyst class is: 1.